Dataset: Full USPTO retrosynthesis dataset with 1.9M reactions from patents (1976-2016). Task: Predict the reactants needed to synthesize the given product. (1) Given the product [C:11]([C:10]1[C:9]([CH2:13][CH2:14][CH3:15])=[CH:8][C:7]([O:16][S:24]([C:27]([F:30])([F:29])[F:28])(=[O:26])=[O:25])=[N:6][C:5]=1[S:4][CH2:3][C:1]#[N:2])#[N:12], predict the reactants needed to synthesize it. The reactants are: [C:1]([CH2:3][S:4][C:5]1[NH:6][C:7](=[O:16])[CH:8]=[C:9]([CH2:13][CH2:14][CH3:15])[C:10]=1[C:11]#[N:12])#[N:2].C1C=CC(N([S:24]([C:27]([F:30])([F:29])[F:28])(=[O:26])=[O:25])[S:24]([C:27]([F:30])([F:29])[F:28])(=[O:26])=[O:25])=CC=1.C(N(C(C)C)CC)(C)C. (2) Given the product [Br:15][CH:16]([C:20]1[CH:21]=[CH:43][CH:44]=[CH:39][CH:40]=1)[C:17]([NH:10][C:8]1[S:9][C:5]([CH2:4][C:3]2[CH:11]=[CH:12][CH:13]=[CH:14][C:2]=2[Cl:1])=[CH:6][N:7]=1)=[O:19], predict the reactants needed to synthesize it. The reactants are: [Cl:1][C:2]1[CH:14]=[CH:13][CH:12]=[CH:11][C:3]=1[CH2:4][C:5]1[S:9][C:8]([NH2:10])=[N:7][CH:6]=1.[Br:15][CH:16]([CH2:20][CH3:21])[C:17]([OH:19])=O.C(N(CC)CC)C.F[P-](F)(F)(F)(F)F.N1(OC(N(C)C)=[N+](C)C)[C:40]2N=C[CH:43]=[CH:44][C:39]=2N=N1.